From a dataset of Full USPTO retrosynthesis dataset with 1.9M reactions from patents (1976-2016). Predict the reactants needed to synthesize the given product. The reactants are: [SH:1][C:2]1[NH:3][C:4]2[CH:10]=[CH:9][CH:8]=[CH:7][C:5]=2[N:6]=1.C([O-])([O-])=O.[K+].[K+].Br[C:18]1[S:22][C:21]([CH:23]=[O:24])=[CH:20][CH:19]=1. Given the product [NH:3]1[C:4]2[CH:10]=[CH:9][CH:8]=[CH:7][C:5]=2[N:6]=[C:2]1[S:1][C:18]1[S:22][C:21]([CH:23]=[O:24])=[CH:20][CH:19]=1, predict the reactants needed to synthesize it.